Dataset: Full USPTO retrosynthesis dataset with 1.9M reactions from patents (1976-2016). Task: Predict the reactants needed to synthesize the given product. (1) Given the product [CH2:1]([O:3][C:4](=[O:18])[C:5]1[CH:10]=[C:9]([C:11]([F:13])([F:12])[F:14])[C:8]([CH:15]=[O:16])=[C:7]([Br:45])[C:6]=1[NH2:17])[CH3:2], predict the reactants needed to synthesize it. The reactants are: [CH2:1]([O:3][C:4](=[O:18])[C:5]1[CH:10]=[C:9]([C:11]([F:14])([F:13])[F:12])[C:8]([CH:15]=[O:16])=[CH:7][C:6]=1[NH2:17])[CH3:2].C(OC(=O)C1C=C(C(F)(F)F)C(C=O)=C(Cl)C=1N)C.C1C(=O)N([Br:45])C(=O)C1. (2) The reactants are: [C:1]([Cl:14])(=O)[CH2:2][CH2:3][CH2:4][CH2:5][CH2:6][CH2:7][CH2:8][CH2:9][CH2:10]CC.[Cl-].[CH3:16][C:17]1[C:26]2[C:21](=[CH:22][C:23]([O:27][CH3:28])=[CH:24][CH:25]=2)[CH2:20][CH2:19][N+:18]=1[CH2:29][C:30]1[CH:35]=[CH:34][CH:33]=[CH:32][C:31]=1[F:36]. Given the product [Cl-:14].[CH2:16]([C:17]1[C:26]2[C:21](=[CH:22][C:23]([O:27][CH3:28])=[CH:24][CH:25]=2)[CH2:20][CH2:19][N+:18]=1[CH2:29][C:30]1[CH:35]=[CH:34][CH:33]=[CH:32][C:31]=1[F:36])[CH2:1][CH2:2][CH2:3][CH2:4][CH2:5][CH2:6][CH2:7][CH2:8][CH2:9][CH3:10], predict the reactants needed to synthesize it. (3) Given the product [CH3:22][N:12]1[C:13]2[C:18](=[CH:17][C:16]([CH2:29][CH2:28][CH:27]([CH3:31])[CH3:26])=[CH:15][C:14]=2[C:20]#[N:21])[C@@H:10]2[CH2:9][NH:8][CH2:24][CH2:23][C@H:11]12, predict the reactants needed to synthesize it. The reactants are: C(OC([N:8]1[CH2:24][CH2:23][C@@H:11]2[N:12]([CH3:22])[C:13]3[C:14]([C:20]#[N:21])=[CH:15][C:16](Br)=[CH:17][C:18]=3[C@@H:10]2[CH2:9]1)=O)(C)(C)C.[Br-].[CH3:26][CH:27]([CH3:31])[CH2:28][CH2:29][Zn+]. (4) Given the product [O:4]1[C:5]2([CH2:10][CH2:9][CH:8]([C:11]3[C:20]4[C:15](=[CH:16][CH:17]=[CH:18][CH:19]=4)[NH:14][C:13](=[O:21])[CH:12]=3)[CH2:7][CH2:6]2)[O:1][CH2:2][CH2:3]1, predict the reactants needed to synthesize it. The reactants are: [O:1]1[C:5]2([CH2:10][CH2:9][C:8]([C:11]3[C:20]4[C:15](=[CH:16][CH:17]=[CH:18][CH:19]=4)[NH:14][C:13](=[O:21])[CH:12]=3)=[CH:7][CH2:6]2)[O:4][CH2:3][CH2:2]1.C([O-])(O)=O.[Na+].N#N. (5) Given the product [N:1]1([C:10]2[N:18]=[C:17]([NH:20][C:21]3[CH:26]=[CH:25][CH:24]=[CH:23][CH:22]=3)[N:16]=[C:15]3[C:11]=2[N:12]=[CH:13][NH:14]3)[C:5]2[CH:6]=[CH:7][CH:8]=[CH:9][C:4]=2[N:3]=[CH:2]1, predict the reactants needed to synthesize it. The reactants are: [N:1]1([C:10]2[N:18]=[C:17](Cl)[N:16]=[C:15]3[C:11]=2[N:12]=[CH:13][NH:14]3)[C:5]2[CH:6]=[CH:7][CH:8]=[CH:9][C:4]=2[N:3]=[CH:2]1.[NH2:20][C:21]1[CH:26]=[CH:25][CH:24]=[CH:23][CH:22]=1. (6) Given the product [NH:17]1[C:6]2[CH:5]=[CH:4][CH:3]=[CH:2][C:1]=2[N:8]=[C:9]1[CH2:10][CH2:11][CH:12]([OH:16])[CH3:13], predict the reactants needed to synthesize it. The reactants are: [C:1]1([NH2:8])[CH:6]=[CH:5][CH:4]=[CH:3][C:2]=1N.[C:9](O)(=O)[CH2:10][CH2:11][CH:12]=[CH2:13].[OH-:16].[NH4+:17]. (7) Given the product [Cl:39][C:40]1[C:41]([OH:51])=[C:42]([S:47]([N:15]([CH2:16][C:17]2[CH:18]=[C:19]([CH:29]=[CH:30][CH:31]=2)[CH2:20][NH:21][C:22](=[O:28])[O:23][C:24]([CH3:25])([CH3:26])[CH3:27])[CH2:14][C:11]2[CH:10]=[CH:9][C:8]([C:5]3[CH:4]=[CH:3][C:2]([F:1])=[CH:7][CH:6]=3)=[CH:13][CH:12]=2)(=[O:49])=[O:48])[CH:43]=[C:44]([Cl:46])[CH:45]=1, predict the reactants needed to synthesize it. The reactants are: [F:1][C:2]1[CH:7]=[CH:6][C:5]([C:8]2[CH:13]=[CH:12][C:11]([CH2:14][NH:15][CH2:16][C:17]3[CH:18]=[C:19]([CH:29]=[CH:30][CH:31]=3)[CH2:20][NH:21][C:22](=[O:28])[O:23][C:24]([CH3:27])([CH3:26])[CH3:25])=[CH:10][CH:9]=2)=[CH:4][CH:3]=1.C(N(CC)CC)C.[Cl:39][C:40]1[C:41]([OH:51])=[C:42]([S:47](Cl)(=[O:49])=[O:48])[CH:43]=[C:44]([Cl:46])[CH:45]=1. (8) Given the product [CH3:6][N:5]([CH3:7])[C:4]1[CH:3]=[C:2]([B:14]2[O:18][C:17]([CH3:20])([CH3:19])[C:16]([CH3:22])([CH3:21])[O:15]2)[CH:10]=[C:9]([N+:11]([O-:13])=[O:12])[CH:8]=1, predict the reactants needed to synthesize it. The reactants are: I[C:2]1[CH:3]=[C:4]([CH:8]=[C:9]([N+:11]([O-:13])=[O:12])[CH:10]=1)[N:5]([CH3:7])[CH3:6].[B:14]1([B:14]2[O:18][C:17]([CH3:20])([CH3:19])[C:16]([CH3:22])([CH3:21])[O:15]2)[O:18][C:17]([CH3:20])([CH3:19])[C:16]([CH3:22])([CH3:21])[O:15]1.C([O-])(=O)C.[K+]. (9) Given the product [Br:1][C:2]1[CH:3]=[C:4]2[C:9](=[CH:10][C:11]=1[CH3:12])[N:8]=[CH:7][N:6]([NH:13][C:32]1[CH:33]=[C:34]([CH:37]=[CH:38][C:31]=1[S:28]([CH2:26][CH3:27])(=[O:29])=[O:30])[C:35]#[N:36])[C:5]2=[O:25], predict the reactants needed to synthesize it. The reactants are: [Br:1][C:2]1[CH:3]=[C:4]2[C:9](=[CH:10][C:11]=1[CH3:12])[N:8]=[CH:7][N:6]([NH:13]C1C=C(C=CC=1SCC)C#N)[C:5]2=[O:25].[CH2:26]([S:28]([C:31]1[CH:38]=[CH:37][C:34]([C:35]#[N:36])=[CH:33][C:32]=1C)(=[O:30])=[O:29])[CH3:27]. (10) Given the product [Br:1][C:2]1[CH:3]=[C:4]([N+:9]([O-:11])=[O:10])[C:5]([Cl:14])=[N:6][CH:7]=1, predict the reactants needed to synthesize it. The reactants are: [Br:1][C:2]1[CH:3]=[C:4]([N+:9]([O-:11])=[O:10])[C:5](O)=[N:6][CH:7]=1.P(Cl)(Cl)([Cl:14])=O.O.